Dataset: Reaction yield outcomes from USPTO patents with 853,638 reactions. Task: Predict the reaction yield, written as a fraction of the theoretical maximum amount of product (1.0 means a 100% yield; for example, 0.34 means a 34% yield). (1) The reactants are [Cl:1][C:2]1[CH:3]=[C:4]([CH:16]=[CH:17][CH:18]=1)[O:5][CH2:6][C:7]([NH:9][CH:10]1[CH2:15][CH2:14][NH:13][CH2:12][CH2:11]1)=[O:8].[N:19]1[CH:24]=[CH:23][CH:22]=[CH:21][C:20]=1[C:25]1[CH:32]=[CH:31][C:28]([CH:29]=O)=[CH:27][CH:26]=1.[BH-](OC(C)=O)(OC(C)=O)OC(C)=O.[Na+]. The catalyst is C(Cl)Cl. The product is [Cl:1][C:2]1[CH:3]=[C:4]([CH:16]=[CH:17][CH:18]=1)[O:5][CH2:6][C:7]([NH:9][CH:10]1[CH2:15][CH2:14][N:13]([CH2:29][C:28]2[CH:27]=[CH:26][C:25]([C:20]3[CH:21]=[CH:22][CH:23]=[CH:24][N:19]=3)=[CH:32][CH:31]=2)[CH2:12][CH2:11]1)=[O:8]. The yield is 0.510. (2) The product is [N:26]1([CH2:6][CH2:7][N:8]2[CH:12]=[CH:11][S:10]/[C:9]/2=[N:13]\[C:14]([C:16]23[CH2:23][CH:22]4[CH2:21][CH:20]([CH2:19][CH:18]([CH2:24]4)[CH2:17]2)[CH2:25]3)=[O:15])[CH2:31][CH2:30][O:29][CH2:28][CH2:27]1. The catalyst is C(#N)C.C(Cl)Cl. The yield is 0.280. The reactants are CS(O[CH2:6][CH2:7][N:8]1[CH:12]=[CH:11][S:10]/[C:9]/1=[N:13]\[C:14]([C:16]12[CH2:25][CH:20]3[CH2:21][CH:22]([CH2:24][CH:18]([CH2:19]3)[CH2:17]1)[CH2:23]2)=[O:15])(=O)=O.[NH:26]1[CH2:31][CH2:30][O:29][CH2:28][CH2:27]1.[I-].[K+].C(=O)([O-])[O-].[K+].[K+]. (3) The yield is 0.680. The product is [F:10][C:11]1[CH:28]=[CH:27][C:14]([C:15]([N:17]2[C:19]3[C:20](=[CH:21][C:22]([O:25][CH3:26])=[CH:23][CH:24]=3)[C:3]([CH2:2][C:1]([OH:8])=[O:7])=[C:4]2[CH3:6])=[O:16])=[CH:13][CH:12]=1. The catalyst is C(O)(=O)C. The reactants are [C:1]([OH:8])(=[O:7])[CH2:2][CH2:3][C:4]([CH3:6])=O.Cl.[F:10][C:11]1[CH:28]=[CH:27][C:14]([C:15]([N:17]([C:19]2[CH:24]=[CH:23][C:22]([O:25][CH3:26])=[CH:21][CH:20]=2)N)=[O:16])=[CH:13][CH:12]=1. (4) The reactants are [Cl:1][C:2]1[C:10]2[N:9]=[CH:8][N:7]([CH:11]3[CH2:16][CH2:15][CH2:14][CH2:13][O:12]3)[C:6]=2[CH:5]=[CH:4][C:3]=1[CH2:17][N:18](C)[C:19](=O)OC(C)(C)C.Cl.O1CCOCC1. The catalyst is CO. The product is [Cl:1][C:2]1[C:10]2[N:9]=[CH:8][N:7]([CH:11]3[CH2:16][CH2:15][CH2:14][CH2:13][O:12]3)[C:6]=2[CH:5]=[CH:4][C:3]=1[CH2:17][NH:18][CH3:19]. The yield is 1.00.